From a dataset of Full USPTO retrosynthesis dataset with 1.9M reactions from patents (1976-2016). Predict the reactants needed to synthesize the given product. (1) Given the product [F:8][C:9]1[CH:10]=[C:11]2[C:20](=[CH:21][CH:22]=1)[C:19]1[CH:18]=[CH:17][CH:16]=[CH:15][C:14]=1[NH:13][C@H:12]2[CH3:23], predict the reactants needed to synthesize it. The reactants are: [BH4-].[Li+].Cl[Si](C)(C)C.[F:8][C:9]1[CH:22]=[CH:21][C:20]2[C:11](=[C:12]([CH3:23])[N:13]=[C:14]3[C:19]=2[CH:18]=[CH:17][CH:16]=[CH:15]3)[CH:10]=1.C(O)(=O)CC(CC(O)=O)(C(O)=O)O. (2) Given the product [CH2:52]([N:59]1[CH2:64][CH2:63][O:62][CH:61]([C:65]2[N:68]=[C:1]([C:2]3[CH:3]=[CH:4][CH:5]=[CH:6][CH:7]=3)[O:9][N:66]=2)[CH2:60]1)[C:53]1[CH:54]=[CH:55][CH:56]=[CH:57][CH:58]=1, predict the reactants needed to synthesize it. The reactants are: [C:1]([OH:9])(=O)[C:2]1[CH:7]=[CH:6][CH:5]=[CH:4][CH:3]=1.F[B-](F)(F)F.N1(OC(N(C)C)=[N+](C)C)C2C=CC=CC=2N=N1.O.ON1C2C=CC=CC=2N=N1.C(N(CC)C(C)C)(C)C.[CH2:52]([N:59]1[CH2:64][CH2:63][O:62][CH:61]([C:65]([NH2:68])=[N:66]O)[CH2:60]1)[C:53]1[CH:58]=[CH:57][CH:56]=[CH:55][CH:54]=1. (3) Given the product [C:18]([C@@H:13]1[CH:12]=[C:11]([CH2:21][CH2:22][NH:23][C:24](=[O:30])[O:25][C:26]([CH3:27])([CH3:28])[CH3:29])[C@@H:10]2[CH2:17][N:14]1[C:15](=[O:16])[N:9]2[OH:8])(=[O:20])[NH2:19], predict the reactants needed to synthesize it. The reactants are: C([O:8][N:9]1[C:15](=[O:16])[N:14]2[CH2:17][C@H:10]1[C:11]([CH2:21][CH2:22][NH:23][C:24](=[O:30])[O:25][C:26]([CH3:29])([CH3:28])[CH3:27])=[CH:12][C@H:13]2[C:18](=[O:20])[NH2:19])C1C=CC=CC=1.